This data is from Catalyst prediction with 721,799 reactions and 888 catalyst types from USPTO. The task is: Predict which catalyst facilitates the given reaction. (1) Reactant: [OH-].[Li+].[Cl:3][C:4]1[CH:9]=[C:8]([Cl:10])[CH:7]=[CH:6][C:5]=1[S:11]([N:14]1[CH2:19][CH2:18][NH:17][C:16](=[O:20])[CH:15]1[CH2:21][C:22]([O:24]CC)=[O:23])(=[O:13])=[O:12]. Product: [Cl:3][C:4]1[CH:9]=[C:8]([Cl:10])[CH:7]=[CH:6][C:5]=1[S:11]([N:14]1[CH2:19][CH2:18][NH:17][C:16](=[O:20])[CH:15]1[CH2:21][C:22]([OH:24])=[O:23])(=[O:13])=[O:12]. The catalyst class is: 24. (2) Reactant: [CH2:1]([O:3][C:4](=[O:14])[C:5]1[CH:10]=[C:9]([Cl:11])[C:8]([OH:12])=[C:7]([Cl:13])[CH:6]=1)C.[Na+].[I-].C([O-])([O-])=O.[K+].[K+].Br[CH2:24][CH:25]1[CH2:27][CH2:26]1. Product: [CH3:1][O:3][C:4](=[O:14])[C:5]1[CH:10]=[C:9]([Cl:11])[C:8]([O:12][CH2:24][CH:25]2[CH2:27][CH2:26]2)=[C:7]([Cl:13])[CH:6]=1. The catalyst class is: 21.